From a dataset of Reaction yield outcomes from USPTO patents with 853,638 reactions. Predict the reaction yield, written as a fraction of the theoretical maximum amount of product (1.0 means a 100% yield; for example, 0.34 means a 34% yield). (1) The reactants are [CH3:1][O:2][CH2:3][C@@H:4]1[CH2:8][N:7]([C:9]([O:11][C:12]([CH3:15])([CH3:14])[CH3:13])=[O:10])[C@H:6]([C:16]2[NH:20][C:19]3[C:21]4[C:26]([CH:27]=[CH:28][C:18]=3[N:17]=2)=[CH:25][C:24]2[C:29]3[C:34]([CH2:35][O:36][C:23]=2[CH:22]=4)=[CH:33][C:32](B2OC(C)(C)C(C)(C)O2)=[CH:31][CH:30]=3)[CH2:5]1.Br[C:47]1[NH:51][C:50]([C@@H:52]2[CH2:56][C@H:55]([CH3:57])[CH2:54][N:53]2[C:58](=[O:69])[C@@H:59]([NH:64][C:65](=[O:68])[O:66][CH3:67])[C@@H:60]([CH3:63])[CH2:61][CH3:62])=[N:49][CH:48]=1.C([O-])([O-])=O.[K+].[K+]. The catalyst is CS(C)=O.C1C=CC([P]([Pd]([P](C2C=CC=CC=2)(C2C=CC=CC=2)C2C=CC=CC=2)([P](C2C=CC=CC=2)(C2C=CC=CC=2)C2C=CC=CC=2)[P](C2C=CC=CC=2)(C2C=CC=CC=2)C2C=CC=CC=2)(C2C=CC=CC=2)C2C=CC=CC=2)=CC=1.C1C=CC(P(C2C=CC=CC=2)[C-]2C=CC=C2)=CC=1.C1C=CC(P(C2C=CC=CC=2)[C-]2C=CC=C2)=CC=1.Cl[Pd]Cl.[Fe+2]. The product is [CH3:67][O:66][C:65]([NH:64][C@H:59]([C:58]([N:53]1[CH2:54][C@@H:55]([CH3:57])[CH2:56][C@H:52]1[C:50]1[NH:51][C:47]([C:32]2[CH:33]=[C:34]3[CH2:35][O:36][C:23]4[CH:22]=[C:21]5[C:26]([CH:27]=[CH:28][C:18]6[N:17]=[C:16]([C@@H:6]7[CH2:5][C@H:4]([CH2:3][O:2][CH3:1])[CH2:8][N:7]7[C:9]([O:11][C:12]([CH3:14])([CH3:15])[CH3:13])=[O:10])[NH:20][C:19]=65)=[CH:25][C:24]=4[C:29]3=[CH:30][CH:31]=2)=[CH:48][N:49]=1)=[O:69])[C@@H:60]([CH2:61][CH3:62])[CH3:63])=[O:68]. The yield is 0.620. (2) The reactants are [CH3:1][N:2]1[C:6]([C:7]([F:10])([F:9])[F:8])=[CH:5][C:4]([NH2:11])=[N:3]1.C(N(C(C)C)C(C)C)C.CN(C(ON1N=NC2C=CC=NC1=2)=[N+](C)C)C.F[P-](F)(F)(F)(F)F.CC1(C)C(C)(C)[O:49][B:48]([C:53]2[CH:61]=[CH:60][C:56]([C:57](O)=[O:58])=[CH:55][CH:54]=2)[O:47]1. The catalyst is CN(C=O)C. The product is [CH3:1][N:2]1[C:6]([C:7]([F:8])([F:9])[F:10])=[CH:5][C:4]([NH:11][C:57]([C:56]2[CH:55]=[CH:54][C:53]([B:48]([OH:49])[OH:47])=[CH:61][CH:60]=2)=[O:58])=[N:3]1. The yield is 0.890. (3) The reactants are [NH2:1][C:2]1[C:7]([NH2:8])=[CH:6][C:5]([C:9]2[CH:10]=[N:11][C:12]([C:15]([OH:18])([CH3:17])[CH3:16])=[N:13][CH:14]=2)=[C:4]([F:19])[C:3]=1[CH:20]1[CH2:24][CH2:23][CH2:22][O:21]1.O1CCOCC1.[CH2:31]([NH:33][C:34]([NH:36][C:37](SC)=NC(=O)NCC)=[O:35])[CH3:32].C([O-])(O)=O.[Na+]. The catalyst is OS(O)(=O)=O. The product is [CH2:31]([NH:33][C:34]([NH:36][C:37]1[NH:1][C:2]2[C:3]([CH:20]3[CH2:24][CH2:23][CH2:22][O:21]3)=[C:4]([F:19])[C:5]([C:9]3[CH:10]=[N:11][C:12]([C:15]([OH:18])([CH3:16])[CH3:17])=[N:13][CH:14]=3)=[CH:6][C:7]=2[N:8]=1)=[O:35])[CH3:32]. The yield is 0.940. (4) The reactants are [Cl:1][C:2]1[C:3]([O:11][CH2:12][C:13]([F:16])([F:15])[F:14])=[N:4][CH:5]=[C:6]([CH:10]=1)[C:7]([OH:9])=O.Cl.[CH3:18][NH:19][O:20][CH3:21].CN(C(ON1N=NC2C=CC=CC1=2)=[N+](C)C)C.F[P-](F)(F)(F)(F)F.C(N(CC)CC)C. The catalyst is ClCCl.O. The product is [Cl:1][C:2]1[C:3]([O:11][CH2:12][C:13]([F:16])([F:15])[F:14])=[N:4][CH:5]=[C:6]([CH:10]=1)[C:7]([N:19]([O:20][CH3:21])[CH3:18])=[O:9]. The yield is 0.940. (5) The reactants are [O:1]1[CH2:6][CH2:5][N:4]([C:7]2[N:12]=[C:11]([N:13]3[CH2:18][CH2:17][O:16][CH2:15][CH2:14]3)[N:10]=[C:9]([C:19]3[CH:24]=[CH:23][C:22]([NH:25][C:26](=[O:37])[NH:27][C:28]4[CH:36]=[CH:35][C:31]([C:32]([OH:34])=O)=[CH:30][CH:29]=4)=[CH:21][CH:20]=3)[N:8]=2)[CH2:3][CH2:2]1.CCN(C(C)C)C(C)C.CN(C(ON1N=NC2C=CC=CC1=2)=[N+](C)C)C.F[P-](F)(F)(F)(F)F.[N:71]12[CH2:78][CH2:77][CH:74]([CH2:75][CH2:76]1)[CH:73]([NH2:79])[CH2:72]2. The catalyst is CN1C(=O)CCC1. The product is [O:16]1[CH2:15][CH2:14][N:13]([C:11]2[N:12]=[C:7]([N:4]3[CH2:3][CH2:2][O:1][CH2:6][CH2:5]3)[N:8]=[C:9]([C:19]3[CH:20]=[CH:21][C:22]([NH:25][C:26](=[O:37])[NH:27][C:28]4[CH:36]=[CH:35][C:31]([C:32]([NH:79][CH:73]5[CH:74]6[CH2:77][CH2:78][N:71]([CH2:76][CH2:75]6)[CH2:72]5)=[O:34])=[CH:30][CH:29]=4)=[CH:23][CH:24]=3)[N:10]=2)[CH2:18][CH2:17]1. The yield is 0.400. (6) The reactants are [OH:1][C:2]1[CH:3]=[C:4]([C:14]2[N:15](C(OC(C)(C)C)=O)[C:16]([C:19]3[S:20][CH:21]=[CH:22][N:23]=3)=[CH:17][CH:18]=2)[CH:5]=[C:6]([O:8][C@@H:9]([CH3:13])[CH2:10][O:11][CH3:12])[CH:7]=1.[F:31][C:32]1[CH:33]=[C:34]([S:39]([N:42]([CH3:44])[CH3:43])(=[O:41])=[O:40])[CH:35]=[CH:36][C:37]=1F.[H-].[Na+].[Cl-].[NH4+]. The catalyst is CN1CCCC1=O. The product is [F:31][C:32]1[CH:33]=[C:34]([S:39]([N:42]([CH3:44])[CH3:43])(=[O:41])=[O:40])[CH:35]=[CH:36][C:37]=1[O:1][C:2]1[CH:3]=[C:4]([C:14]2[NH:15][C:16]([C:19]3[S:20][CH:21]=[CH:22][N:23]=3)=[CH:17][CH:18]=2)[CH:5]=[C:6]([O:8][C@@H:9]([CH3:13])[CH2:10][O:11][CH3:12])[CH:7]=1. The yield is 0.390. (7) The reactants are [CH3:1][C:2]1[NH:3][C:4]2[CH2:5][C:6]([CH3:13])([CH3:12])[CH2:7][C:8](=[O:11])[C:9]=2[CH:10]=1.[N:14]1([S:19]([C:22]2[CH:29]=[CH:28][C:25]([CH:26]=[O:27])=[CH:24][CH:23]=2)(=[O:21])=[O:20])[CH2:18][CH2:17][CH2:16][CH2:15]1.O1CCN(S(C2C=CC(C=O)=CC=2)(=O)=O)CC1.[OH-].[Na+]. The catalyst is CO.O.ClCCl. The product is [OH:27][CH:26]([C:25]1[CH:28]=[CH:29][C:22]([S:19]([N:14]2[CH2:18][CH2:17][CH2:16][CH2:15]2)(=[O:21])=[O:20])=[CH:23][CH:24]=1)[C:10]1[C:9]2[C:8](=[O:11])[CH2:7][C:6]([CH3:13])([CH3:12])[CH2:5][C:4]=2[NH:3][C:2]=1[CH3:1]. The yield is 0.140. (8) The reactants are [CH:1]1([CH2:6][CH:7]([C:11]2[CH:16]=[CH:15][C:14]([N+:17]([O-])=O)=[CH:13][CH:12]=2)[C:8]([OH:10])=[O:9])[CH2:5][CH2:4][CH2:3][CH2:2]1.[H][H]. The catalyst is C(OCC)(=O)C.[Pd]. The product is [NH2:17][C:14]1[CH:13]=[CH:12][C:11]([CH:7]([CH2:6][CH:1]2[CH2:5][CH2:4][CH2:3][CH2:2]2)[C:8]([OH:10])=[O:9])=[CH:16][CH:15]=1. The yield is 1.00. (9) The reactants are N(C(OCC)=O)=NC(OCC)=O.[CH3:13][C:14]1[NH:15][C:16]2[C:21]([C:22]=1[CH3:23])=[CH:20][C:19]([NH:24][C:25]1[C:34]3[C:29](=[CH:30][C:31]([OH:37])=[C:32]([O:35][CH3:36])[CH:33]=3)[N:28]=[CH:27][N:26]=1)=[CH:18][CH:17]=2.C1(P(C2C=CC=CC=2)C2C=CC=CC=2)C=CC=CC=1.[N:57]1([CH2:62]/[CH:63]=[CH:64]/[CH2:65]O)[CH2:61][CH2:60][CH2:59][CH2:58]1. The yield is 0.550. The catalyst is CN(C=O)C.ClCCl. The product is [CH3:13][C:14]1[NH:15][C:16]2[C:21]([C:22]=1[CH3:23])=[CH:20][C:19]([NH:24][C:25]1[C:34]3[C:29](=[CH:30][C:31]([O:37][CH2:65]/[CH:64]=[CH:63]/[CH2:62][N:57]4[CH2:61][CH2:60][CH2:59][CH2:58]4)=[C:32]([O:35][CH3:36])[CH:33]=3)[N:28]=[CH:27][N:26]=1)=[CH:18][CH:17]=2.